From a dataset of Forward reaction prediction with 1.9M reactions from USPTO patents (1976-2016). Predict the product of the given reaction. (1) Given the reactants [NH2:1][C:2]1[C:3]([N+:11]([O-:13])=[O:12])=[CH:4][C:5]([O:9][CH3:10])=[C:6]([OH:8])[CH:7]=1.C(N(CC)CC)C.[C:21]([Si:25](Cl)([C:32]1[CH:37]=[CH:36][CH:35]=[CH:34][CH:33]=1)[C:26]1[CH:31]=[CH:30][CH:29]=[CH:28][CH:27]=1)([CH3:24])([CH3:23])[CH3:22].[OH-].[Na+], predict the reaction product. The product is: [CH3:24][C:21]([Si:25]([C:32]1[CH:37]=[CH:36][CH:35]=[CH:34][CH:33]=1)([C:26]1[CH:27]=[CH:28][CH:29]=[CH:30][CH:31]=1)[O:8][C:6]1[C:5]([O:9][CH3:10])=[CH:4][C:3]([N+:11]([O-:13])=[O:12])=[C:2]([CH:7]=1)[NH2:1])([CH3:22])[CH3:23]. (2) Given the reactants C([O:3][C:4]([C:6]1(C(OCC)=O)[C:14]2[S:15][CH:16]=[CH:17][C:13]=2[C:12](C(OCC)=O)([C:18]([O:20]CC)=[O:19])[C:8]2[S:9][CH:10]=[CH:11][C:7]1=2)=[O:5])C.[OH-].[K+].OO.Cl, predict the reaction product. The product is: [S:9]1[CH:10]=[CH:11][C:7]2[C:6]([C:4]([OH:5])=[O:3])=[C:14]3[C:13](=[C:12]([C:18]([OH:20])=[O:19])[C:8]1=2)[CH:17]=[CH:16][S:15]3.